From a dataset of Forward reaction prediction with 1.9M reactions from USPTO patents (1976-2016). Predict the product of the given reaction. (1) Given the reactants [H-].[Na+].[CH3:3][C:4]1[CH:5]=[C:6]([CH:20]=[CH:21][C:22]=1[CH3:23])[C:7]([C:9]1[C:18](=[O:19])[C:17]2C(=[CH:13][CH:14]=[CH:15][CH:16]=2)NC=1)=[O:8].Cl[CH2:25][C:26]1N=[CH:29][O:28][N:27]=1.[C:31](#N)C.[CH3:34][N:35]([CH3:38])[CH:36]=O, predict the reaction product. The product is: [CH3:3][C:4]1[CH:5]=[C:6]([CH:20]=[CH:21][C:22]=1[CH3:23])[C:7]([C:9]1[C:18](=[O:19])[C:17]2[C:34](=[CH:13][CH:14]=[CH:15][CH:16]=2)[N:35]([CH2:38][C:26]2[CH:25]=[C:29]([CH3:31])[O:28][N:27]=2)[CH:36]=1)=[O:8]. (2) Given the reactants C(OC(=O)[NH:7][C:8]1[CH:13]=[CH:12][C:11]([N:14]2[CH:18]=[CH:17][CH:16]=[CH:15]2)=[CH:10][C:9]=1[NH2:19])(C)(C)C.CC1(C)O[C:26](=[O:28])[CH:25]=[C:24]([C:29]2[CH:34]=[CH:33][CH:32]=[C:31]([C:35]3[O:36][CH:37]=[CH:38][N:39]=3)[CH:30]=2)O1.C(O)(C(F)(F)F)=O, predict the reaction product. The product is: [O:36]1[CH:37]=[CH:38][N:39]=[C:35]1[C:31]1[CH:30]=[C:29]([C:24]2[CH2:25][C:26](=[O:28])[NH:19][C:9]3[CH:10]=[C:11]([N:14]4[CH:18]=[CH:17][CH:16]=[CH:15]4)[CH:12]=[CH:13][C:8]=3[N:7]=2)[CH:34]=[CH:33][CH:32]=1. (3) Given the reactants [OH:1][C:2]1[CH:3]=[C:4]([CH:7]=[CH:8][C:9]=1[I:10])[CH:5]=O.[C:11]1([C@H:21]([NH2:23])[CH3:22])[C:20]2[C:15](=[CH:16][CH:17]=[CH:18][CH:19]=2)[CH:14]=[CH:13][CH:12]=1, predict the reaction product. The product is: [OH:1][C:2]1[CH:3]=[C:4]([CH:7]=[CH:8][C:9]=1[I:10])[CH2:5][NH:23][C@@H:21]([C:11]1[C:20]2[C:15](=[CH:16][CH:17]=[CH:18][CH:19]=2)[CH:14]=[CH:13][CH:12]=1)[CH3:22]. (4) Given the reactants Cl.[OH:2][C:3]1[CH:16]=[CH:15][C:6]([CH2:7][C@@:8]([NH2:14])([CH3:13])[C:9]([O:11][CH3:12])=[O:10])=[CH:5][CH:4]=1.CCN(C(C)C)C(C)C.[C:26](=O)([O:37][CH2:38][C:39]1[CH:44]=[CH:43][N:42]=[CH:41][CH:40]=1)[O:27]C1C=CC([N+]([O-])=O)=CC=1, predict the reaction product. The product is: [CH3:12][O:11][C:9]([C@:8]([NH:14][C:26](=[O:27])[O:37][CH2:38][C:39]1[CH:44]=[CH:43][N:42]=[CH:41][CH:40]=1)([CH3:13])[CH2:7][C:6]1[CH:5]=[CH:4][C:3]([OH:2])=[CH:16][CH:15]=1)=[O:10]. (5) Given the reactants [OH:1][CH:2]1[CH2:7][CH2:6][NH:5][CH2:4][CH2:3]1.[C:8]([O:12][C:13](=[O:29])[NH:14][C:15](=[N:21][C:22]([O:24][C:25]([CH3:28])([CH3:27])[CH3:26])=[O:23])N1C=CC=N1)([CH3:11])([CH3:10])[CH3:9], predict the reaction product. The product is: [C:25]([O:24][C:22](=[O:23])[NH:21][C:15](=[N:14][C:13]([O:12][C:8]([CH3:11])([CH3:10])[CH3:9])=[O:29])[N:5]1[CH2:6][CH2:7][CH:2]([OH:1])[CH2:3][CH2:4]1)([CH3:28])([CH3:27])[CH3:26]. (6) Given the reactants C(=O)([O-])[O-].[K+].[K+].C(OC([N:14]1[CH2:18][CH2:17][CH2:16][CH:15]1[CH2:19][O:20][C:21]1[CH:26]=[CH:25][C:24]([CH3:27])=[CH:23][C:22]=1[C:28]([C:30]1[CH:35]=[CH:34][CH:33]=[CH:32][CH:31]=1)=[CH2:29])=O)(C)(C)C.COC1C=CC(C)=CC=1C(C1C=CC=CC=1)=O.C1(P(C2C=CC=CC=2)C2C=CC=CC=2)C=CC=CC=1, predict the reaction product. The product is: [CH3:27][C:24]1[CH:25]=[CH:26][C:21]([O:20][CH2:19][CH:15]2[CH2:16][CH2:17][CH2:18][NH:14]2)=[C:22]([C:28]([C:30]2[CH:35]=[CH:34][CH:33]=[CH:32][CH:31]=2)=[CH2:29])[CH:23]=1.